This data is from Forward reaction prediction with 1.9M reactions from USPTO patents (1976-2016). The task is: Predict the product of the given reaction. (1) Given the reactants OO.[O:3]=[C:4]1[NH:13][C:12]2[C:7](=[CH:8][CH:9]=[C:10]([CH2:14][C:15]([OH:17])=[O:16])[CH:11]=2)[NH:6][CH2:5]1.[OH-].[Na+], predict the reaction product. The product is: [O:3]=[C:4]1[NH:13][C:12]2[C:7](=[CH:8][CH:9]=[C:10]([CH2:14][C:15]([OH:17])=[O:16])[CH:11]=2)[N:6]=[CH:5]1. (2) Given the reactants [Cl:1][C:2]1[CH:7]=[C:6]([C:8](=[O:12])[N:9]([CH3:11])[CH3:10])[CH:5]=[CH:4][C:3]=1[N:13]([CH3:33])[C:14]([C:16]1[S:32][C:19]2[C:20]3[CH:28]=[CH:27][C:26]([C:29]([OH:31])=O)=[CH:25][C:21]=3[O:22][CH2:23][CH2:24][C:18]=2[CH:17]=1)=[O:15].[CH3:34][N:35]([CH3:39])[CH2:36][CH2:37][NH2:38].CN(C(ON1N=NC2C=CC=NC1=2)=[N+](C)C)C.F[P-](F)(F)(F)(F)F.CCN(C(C)C)C(C)C, predict the reaction product. The product is: [Cl:1][C:2]1[CH:7]=[C:6]([C:8](=[O:12])[N:9]([CH3:11])[CH3:10])[CH:5]=[CH:4][C:3]=1[N:13]([CH3:33])[C:14]([C:16]1[S:32][C:19]2[C:20]3[CH:28]=[CH:27][C:26]([C:29]([NH:38][CH2:37][CH2:36][N:35]([CH3:39])[CH3:34])=[O:31])=[CH:25][C:21]=3[O:22][CH2:23][CH2:24][C:18]=2[CH:17]=1)=[O:15]. (3) The product is: [C:1]([O:5][C:6](=[O:26])[NH:7][C@:8]1([C:13]([NH:15][S:16]([C:19]2[CH:24]=[CH:23][CH:22]=[CH:21][C:20]=2[NH:25][CH2:40][CH2:39][CH2:38][CH2:37][CH2:36][CH:35]=[CH2:34])(=[O:18])=[O:17])=[O:14])[CH2:10][C@H:9]1[CH:11]=[CH2:12])([CH3:2])([CH3:3])[CH3:4]. Given the reactants [C:1]([O:5][C:6](=[O:26])[NH:7][C@:8]1([C:13]([NH:15][S:16]([C:19]2[CH:24]=[CH:23][CH:22]=[CH:21][C:20]=2[NH2:25])(=[O:18])=[O:17])=[O:14])[CH2:10][C@H:9]1[CH:11]=[CH2:12])([CH3:4])([CH3:3])[CH3:2].C([O-])([O-])=O.[K+].[K+].Br[CH2:34][CH2:35][CH2:36][CH2:37][CH2:38][CH:39]=[CH2:40], predict the reaction product.